This data is from Catalyst prediction with 721,799 reactions and 888 catalyst types from USPTO. The task is: Predict which catalyst facilitates the given reaction. (1) Reactant: [Cl:1][C:2]1[N:7]=[C:6]([N:8](C(OC(C)(C)C)=O)[N:9](C(OC(C)(C)C)=O)C(OC(C)(C)C)=O)[C:5]([F:31])=[C:4]([NH:32][CH:33]2[CH2:38][CH2:37][O:36][CH2:35][CH2:34]2)[N:3]=1.Cl. Product: [Cl:1][C:2]1[NH:3][C:4]([NH:32][CH:33]2[CH2:38][CH2:37][O:36][CH2:35][CH2:34]2)=[C:5]([F:31])[C:6](=[N:8][NH2:9])[N:7]=1. The catalyst class is: 71. (2) Reactant: [F:1][C:2]1[CH:3]=[C:4]([NH:31][C:32]([NH:34][C:35](=[O:43])[CH2:36][C:37]2[CH:42]=[CH:41][CH:40]=[CH:39][CH:38]=2)=[S:33])[CH:5]=[CH:6][C:7]=1[O:8][C:9]1[CH:14]=[CH:13][N:12]=[C:11]2[CH:15]=[C:16]([C:18]3[CH:23]=[CH:22][C:21]([CH2:24][N:25]4[CH2:30][CH2:29][NH:28][CH2:27][CH2:26]4)=[CH:20][CH:19]=3)[S:17][C:10]=12.CCN(CC)CC.[N:51]([CH3:54])=[C:52]=[O:53]. Product: [F:1][C:2]1[CH:3]=[C:4]([NH:31][C:32]([NH:34][C:35](=[O:43])[CH2:36][C:37]2[CH:42]=[CH:41][CH:40]=[CH:39][CH:38]=2)=[S:33])[CH:5]=[CH:6][C:7]=1[O:8][C:9]1[CH:14]=[CH:13][N:12]=[C:11]2[CH:15]=[C:16]([C:18]3[CH:19]=[CH:20][C:21]([CH2:24][N:25]4[CH2:30][CH2:29][N:28]([C:52]([NH:51][CH3:54])=[O:53])[CH2:27][CH2:26]4)=[CH:22][CH:23]=3)[S:17][C:10]=12. The catalyst class is: 4. (3) Reactant: [Cl:1][C:2]1[CH:11]=[C:10]2[C:5]([CH:6]=[CH:7][N:8]([C@@H:13]([CH2:21][CH3:22])[C:14]([O:16]C(C)(C)C)=[O:15])[C:9]2=[O:12])=[CH:4][CH:3]=1.FC(F)(F)C(O)=O. Product: [Cl:1][C:2]1[CH:11]=[C:10]2[C:5]([CH:6]=[CH:7][N:8]([C@@H:13]([CH2:21][CH3:22])[C:14]([OH:16])=[O:15])[C:9]2=[O:12])=[CH:4][CH:3]=1. The catalyst class is: 4. (4) Reactant: [Br:1][C:2]1[CH:11]=[CH:10][CH:9]=[C:8]2[C:3]=1[CH2:4][CH2:5][N:6]1[C:16](=[O:17])[CH2:15][NH:14][C:13](=[O:18])[CH2:12][CH:7]12. Product: [Br:1][C:2]1[CH:11]=[CH:10][CH:9]=[C:8]2[C:3]=1[CH2:4][CH2:5][N:6]1[C:16](=[O:17])[CH2:15][NH:14][C:13](=[O:18])[CH:12]=[C:7]12. The catalyst class is: 17. (5) Reactant: [CH2:1]([O:3][C:4](=[O:17])[CH2:5][C@H:6]1[C:14]2[C:9](=[CH:10][C:11]([O:15]C)=[CH:12][CH:13]=2)[CH2:8][CH2:7]1)[CH3:2].[Al+3].[Cl-].[Cl-].[Cl-].CCS. Product: [CH2:1]([O:3][C:4](=[O:17])[CH2:5][C@H:6]1[C:14]2[C:9](=[CH:10][C:11]([OH:15])=[CH:12][CH:13]=2)[CH2:8][CH2:7]1)[CH3:2]. The catalyst class is: 2. (6) Reactant: [Cl:1][C:2]1[CH:7]=[C:6]([N+:8]([O-:10])=[O:9])[CH:5]=[CH:4][C:3]=1F.[OH:12][C:13]1[CH:14]=[C:15]([CH:19]2[CH2:24][CH2:23][N:22]([C:25]([O:27][C:28]([CH3:31])([CH3:30])[CH3:29])=[O:26])[CH2:21][CH2:20]2)[CH:16]=[CH:17][CH:18]=1.C(=O)([O-])[O-].[K+].[K+]. Product: [Cl:1][C:2]1[CH:7]=[C:6]([N+:8]([O-:10])=[O:9])[CH:5]=[CH:4][C:3]=1[O:12][C:13]1[CH:14]=[C:15]([CH:19]2[CH2:20][CH2:21][N:22]([C:25]([O:27][C:28]([CH3:31])([CH3:30])[CH3:29])=[O:26])[CH2:23][CH2:24]2)[CH:16]=[CH:17][CH:18]=1. The catalyst class is: 42. (7) Reactant: C(N(CC)CC)C.[Cl:8][C:9]1[CH:10]=[C:11]([C:17]2[CH:21]=[CH:20][N:19]([CH2:22][C@@H:23]([NH:25][C:26]([C:28]3[NH:32][N:31]=[C:30]([CH:33](O)[CH3:34])[CH:29]=3)=[O:27])[CH3:24])[N:18]=2)[CH:12]=[CH:13][C:14]=1[C:15]#[N:16].CS(Cl)(=O)=O. Product: [Cl:8][C:9]1[CH:10]=[C:11]([C:17]2[CH:21]=[CH:20][N:19]([CH2:22][C@@H:23]([NH:25][C:26]([C:28]3[NH:32][N:31]=[C:30]([CH:33]=[CH2:34])[CH:29]=3)=[O:27])[CH3:24])[N:18]=2)[CH:12]=[CH:13][C:14]=1[C:15]#[N:16]. The catalyst class is: 2.